Dataset: Peptide-MHC class II binding affinity with 134,281 pairs from IEDB. Task: Regression. Given a peptide amino acid sequence and an MHC pseudo amino acid sequence, predict their binding affinity value. This is MHC class II binding data. The peptide sequence is PVLSAFKKFPKFNRV. The MHC is DRB3_0101 with pseudo-sequence DRB3_0101. The binding affinity (normalized) is 0.196.